Dataset: Reaction yield outcomes from USPTO patents with 853,638 reactions. Task: Predict the reaction yield, written as a fraction of the theoretical maximum amount of product (1.0 means a 100% yield; for example, 0.34 means a 34% yield). The product is [Cl:1][C:2]1[CH:11]=[C:10]([S:12]([NH:15][C:16]2[S:17][C:18]([Cl:21])=[CH:19][N:20]=2)(=[O:13])=[O:14])[CH:9]=[CH:8][C:3]=1[C:4]([OH:6])=[O:5]. The yield is 0.620. The catalyst is O1CCOCC1.O. The reactants are [Cl:1][C:2]1[CH:11]=[C:10]([S:12]([NH:15][C:16]2[S:17][C:18]([Cl:21])=[CH:19][N:20]=2)(=[O:14])=[O:13])[CH:9]=[CH:8][C:3]=1[C:4]([O:6]C)=[O:5].[OH-].[Na+].Cl.